Dataset: hERG Central: cardiac toxicity at 1µM, 10µM, and general inhibition. Task: Predict hERG channel inhibition at various concentrations. (1) The compound is CCC(C)(C)c1ccc(OCCCC[n+]2ccc(C)cc2)c(C(C)(C)CC)c1.[Br-]. Results: hERG_inhib (hERG inhibition (general)): blocker. (2) The molecule is Cc1ccc(CCNC(=O)CNC(=S)N(Cc2ccccc2)Cc2cccnc2)cc1. Results: hERG_inhib (hERG inhibition (general)): blocker. (3) The compound is COc1ccccc1NC(=O)N1CCN(c2ccnc3cc(Cl)ccc23)CC1. Results: hERG_inhib (hERG inhibition (general)): blocker. (4) The molecule is CC1CCCCN1C(=O)COC(=O)C1CCN(S(=O)(=O)c2c(Cl)cccc2Cl)CC1. Results: hERG_inhib (hERG inhibition (general)): blocker. (5) The compound is O=C(CNCc1cccnc1)Nc1cc(C(F)(F)F)ccc1N1CCOCC1.O=C(O)C(=O)O. Results: hERG_inhib (hERG inhibition (general)): blocker. (6) The drug is CN(CCOc1ccccc1)C(=S)Nc1ccc(OC(F)F)cc1. Results: hERG_inhib (hERG inhibition (general)): blocker. (7) The compound is Cc1ccc(NS(=O)(=O)c2ccc(C(=O)N3CC(C)CC(C)C3)cc2)cc1. Results: hERG_inhib (hERG inhibition (general)): blocker.